This data is from Full USPTO retrosynthesis dataset with 1.9M reactions from patents (1976-2016). The task is: Predict the reactants needed to synthesize the given product. (1) The reactants are: Cl.Cl.[NH2:3][CH2:4][C@H:5]([NH:7][S:8]([C:11]1[CH:12]=[C:13]2[C:18](=[CH:19][CH:20]=1)[CH:17]=[N:16][CH:15]=[CH:14]2)(=[O:10])=[O:9])[CH3:6].[C:21]1([CH2:27][C:28]([Cl:30])=[O:29])[CH:26]=[CH:25][CH:24]=[CH:23][CH:22]=1.C(N(CC)CC)C. Given the product [ClH:30].[CH:17]1[C:18]2[C:13](=[CH:12][C:11]([S:8]([NH:7][C@H:5]([CH3:6])[CH2:4][NH:3][C:28](=[O:29])[CH2:27][C:21]3[CH:26]=[CH:25][CH:24]=[CH:23][CH:22]=3)(=[O:10])=[O:9])=[CH:20][CH:19]=2)[CH:14]=[CH:15][N:16]=1, predict the reactants needed to synthesize it. (2) Given the product [Br:1][C:2]1[CH:10]=[CH:9][C:5]([C:6]([OH:8])=[O:7])=[C:4]([NH:12][C:13]2[CH:18]=[CH:17][CH:16]=[CH:15][CH:14]=2)[CH:3]=1, predict the reactants needed to synthesize it. The reactants are: [Br:1][C:2]1[CH:10]=[CH:9][C:5]([C:6]([OH:8])=[O:7])=[C:4](Cl)[CH:3]=1.[NH2:12][C:13]1[CH:18]=[CH:17][CH:16]=[CH:15][CH:14]=1. (3) Given the product [Br:1][C:2]1[CH:8]=[CH:7][C:6]([CH3:9])=[CH:5][C:3]=1[NH:4][C:20](=[O:21])[O:22][C:23]([CH3:26])([CH3:25])[CH3:24], predict the reactants needed to synthesize it. The reactants are: [Br:1][C:2]1[CH:8]=[CH:7][C:6]([CH3:9])=[CH:5][C:3]=1[NH2:4].C[Si]([N-][Si](C)(C)C)(C)C.[Na+].[C:20](O[C:20]([O:22][C:23]([CH3:26])([CH3:25])[CH3:24])=[O:21])([O:22][C:23]([CH3:26])([CH3:25])[CH3:24])=[O:21]. (4) Given the product [CH2:26]([O:25][C:24](=[O:33])[N:23]([C@@H:8]([C:4]1[CH:5]=[CH:6][CH:7]=[C:2]([B:43]2[O:44][C:45]([CH3:47])([CH3:46])[C:41]([CH3:57])([CH3:40])[O:42]2)[CH:3]=1)[CH2:9][N:10]1[CH2:14][CH2:13][C@H:12]([O:15][Si:16]([C:19]([CH3:22])([CH3:21])[CH3:20])([CH3:18])[CH3:17])[CH2:11]1)[CH3:34])[C:27]1[CH:32]=[CH:31][CH:30]=[CH:29][CH:28]=1, predict the reactants needed to synthesize it. The reactants are: Br[C:2]1[CH:3]=[C:4]([C@H:8]([N:23]([CH3:34])[C:24](=[O:33])[O:25][CH2:26][C:27]2[CH:32]=[CH:31][CH:30]=[CH:29][CH:28]=2)[CH2:9][N:10]2[CH2:14][CH2:13][C@H:12]([O:15][Si:16]([C:19]([CH3:22])([CH3:21])[CH3:20])([CH3:18])[CH3:17])[CH2:11]2)[CH:5]=[CH:6][CH:7]=1.CC([O-])=O.[K+].[CH3:40][C:41]1([CH3:57])[C:45]([CH3:47])([CH3:46])[O:44][B:43](B2CC(C)(C)C(C)(C)C2)[O:42]1. (5) Given the product [NH2:16][C:17]1[CH:24]=[CH:23][C:20]([CH2:21][NH:22][C:9](=[O:10])[O:11][C:12]([CH3:13])([CH3:14])[CH3:15])=[CH:19][CH:18]=1, predict the reactants needed to synthesize it. The reactants are: [C:9](O[C:9]([O:11][C:12]([CH3:15])([CH3:14])[CH3:13])=[O:10])([O:11][C:12]([CH3:15])([CH3:14])[CH3:13])=[O:10].[NH2:16][C:17]1[CH:24]=[CH:23][C:20]([CH2:21][NH2:22])=[CH:19][CH:18]=1. (6) Given the product [Cl:23][C:24]1[CH:29]=[C:28]([C:2]2[CH:7]=[CH:6][CH:5]=[C:4]([S:8]([NH:11][C:12]3[CH:21]=[CH:20][C:15]([C:16]([O:18][CH3:19])=[O:17])=[C:14]([OH:22])[CH:13]=3)(=[O:10])=[O:9])[CH:3]=2)[CH:27]=[CH:26][CH:25]=1, predict the reactants needed to synthesize it. The reactants are: Br[C:2]1[CH:3]=[C:4]([S:8]([NH:11][C:12]2[CH:21]=[CH:20][C:15]([C:16]([O:18][CH3:19])=[O:17])=[C:14]([OH:22])[CH:13]=2)(=[O:10])=[O:9])[CH:5]=[CH:6][CH:7]=1.[Cl:23][C:24]1[CH:25]=[C:26](B(O)O)[CH:27]=[CH:28][CH:29]=1. (7) Given the product [CH3:22][C:23]1[CH:24]=[C:25]([NH:26][C:19]2[C:20]3[N:12]([CH2:11][CH2:10][OH:9])[CH:13]=[CH:14][C:15]=3[N:16]=[CH:17][N:18]=2)[CH:27]=[CH:28][C:29]=1[O:30][C:31]1[CH:36]=[CH:35][CH:34]=[C:33]([O:37][CH2:38][C:39]([F:40])([F:41])[F:42])[CH:32]=1, predict the reactants needed to synthesize it. The reactants are: C([O:9][CH2:10][CH2:11][N:12]1[C:20]2[C:19](Cl)=[N:18][CH:17]=[N:16][C:15]=2[CH:14]=[CH:13]1)(=O)C1C=CC=CC=1.[CH3:22][C:23]1[CH:24]=[C:25]([CH:27]=[CH:28][C:29]=1[O:30][C:31]1[CH:36]=[CH:35][CH:34]=[C:33]([O:37][CH2:38][C:39]([F:42])([F:41])[F:40])[CH:32]=1)[NH2:26].[OH-].[Na+].